From a dataset of Catalyst prediction with 721,799 reactions and 888 catalyst types from USPTO. Predict which catalyst facilitates the given reaction. (1) Reactant: [N+:1]([CH:4]([CH3:6])[CH3:5])([O-:3])=[O:2].[C:7]([O:11][CH3:12])(=[O:10])[CH:8]=[CH2:9].[F-].[K+]. Product: [CH3:5][C:4]([N+:1]([O-:3])=[O:2])([CH3:6])[CH2:9][CH2:8][C:7]([O:11][CH3:12])=[O:10]. The catalyst class is: 8. (2) Reactant: [CH3:1][O:2][C:3]1[CH:4]=[CH:5][C:6]2[NH:12][C:11](=[O:13])[N:10]([CH:14]3[CH2:19][CH2:18][NH:17][CH2:16][CH2:15]3)[CH2:9][CH2:8][C:7]=2[CH:20]=1.[CH3:21][N:22]1[C:26]2[C:27]([CH3:42])=[CH:28][C:29]([C:31]([C:33]3[CH:40]=[CH:39][C:36]([C:37]#[N:38])=[C:35](F)[CH:34]=3)=[O:32])=[CH:30][C:25]=2[O:24][C:23]1=[O:43]. Product: [CH3:21][N:22]1[C:26]2[C:27]([CH3:42])=[CH:28][C:29]([C:31]([C:33]3[CH:40]=[CH:39][C:36]([C:37]#[N:38])=[C:35]([N:17]4[CH2:18][CH2:19][CH:14]([N:10]5[CH2:9][CH2:8][C:7]6[CH:20]=[C:3]([O:2][CH3:1])[CH:4]=[CH:5][C:6]=6[NH:12][C:11]5=[O:13])[CH2:15][CH2:16]4)[CH:34]=3)=[O:32])=[CH:30][C:25]=2[O:24][C:23]1=[O:43]. The catalyst class is: 3.